From a dataset of Peptide-MHC class I binding affinity with 185,985 pairs from IEDB/IMGT. Regression. Given a peptide amino acid sequence and an MHC pseudo amino acid sequence, predict their binding affinity value. This is MHC class I binding data. (1) The peptide sequence is YLFYYRKSV. The MHC is HLA-A02:02 with pseudo-sequence HLA-A02:02. The binding affinity (normalized) is 1.00. (2) The peptide sequence is FMSLQSGDV. The MHC is HLA-A30:01 with pseudo-sequence HLA-A30:01. The binding affinity (normalized) is 0.0847. (3) The peptide sequence is LMTAISQGI. The MHC is HLA-B15:01 with pseudo-sequence HLA-B15:01. The binding affinity (normalized) is 0.298. (4) The peptide sequence is MMCPFLFLM. The MHC is H-2-Kb with pseudo-sequence H-2-Kb. The binding affinity (normalized) is 0.339. (5) The peptide sequence is LMMNGTSAM. The MHC is HLA-C14:02 with pseudo-sequence HLA-C14:02. The binding affinity (normalized) is 1.00.